From a dataset of Reaction yield outcomes from USPTO patents with 853,638 reactions. Predict the reaction yield, written as a fraction of the theoretical maximum amount of product (1.0 means a 100% yield; for example, 0.34 means a 34% yield). (1) The reactants are [NH:1]1[CH:9]=[C:7]([CH3:8])[C:5](=[O:6])[NH:4][C:2]1=[O:3].[F:10][C:11]1[CH:12]=[C:13]([CH:16]=[CH:17][C:18]=1[F:19])[CH2:14]Br. No catalyst specified. The product is [CH3:8][C:7]1[C:5](=[O:6])[NH:4][C:2](=[O:3])[N:1]([CH2:14][C:13]2[CH:16]=[CH:17][C:18]([F:19])=[C:11]([F:10])[CH:12]=2)[CH:9]=1. The yield is 0.300. (2) The reactants are [CH3:1][O:2][C:3]1[CH:4]=[C:5]([CH:24]=[CH:25][CH:26]=1)[CH2:6][CH2:7][C:8]1[S:9][C:10]2[N:11]=[C:12]([NH2:23])[N:13]=[C:14]([N:17]3[CH2:22][CH2:21][NH:20][CH2:19][CH2:18]3)[C:15]=2[N:16]=1.[Cl:27][C:28]1[CH:38]=[CH:37][C:31]([O:32][CH2:33][C:34](O)=[O:35])=[CH:30][CH:29]=1. No catalyst specified. The product is [NH2:23][C:12]1[N:13]=[C:14]([N:17]2[CH2:22][CH2:21][N:20]([C:34](=[O:35])[CH2:33][O:32][C:31]3[CH:37]=[CH:38][C:28]([Cl:27])=[CH:29][CH:30]=3)[CH2:19][CH2:18]2)[C:15]2[N:16]=[C:8]([CH2:7][CH2:6][C:5]3[CH:24]=[CH:25][CH:26]=[C:3]([O:2][CH3:1])[CH:4]=3)[S:9][C:10]=2[N:11]=1. The yield is 0.480. (3) The reactants are [Br:1][C:2]1[CH:3]=[C:4]([N+:9]([O-:11])=[O:10])[C:5](O)=[N:6][CH:7]=1.CN(C=O)C.P(Br)(Br)([Br:19])=O.O. The catalyst is C1(C)C=CC=CC=1. The product is [Br:19][C:5]1[C:4]([N+:9]([O-:11])=[O:10])=[CH:3][C:2]([Br:1])=[CH:7][N:6]=1. The yield is 0.970. (4) The reactants are N[C@H](C(O)=O)CC(=O)O.[NH:10](C(OCC1C2C(=CC=CC=2)C2C1=CC=CC=2)=O)[C@H:11]([C:20]([OH:22])=[O:21])[CH2:12][C:13](=[O:19])[O:14][C:15]([CH3:18])([CH3:17])[CH3:16]. The catalyst is ClCCl.N1CCCCC1. The product is [NH2:10][C@H:11]([C:20]([OH:22])=[O:21])[CH2:12][C:13](=[O:19])[O:14][C:15]([CH3:18])([CH3:16])[CH3:17]. The yield is 1.00. (5) The reactants are [CH3:1][O:2][C:3]1[CH:20]=[CH:19][C:6]2[N:7]=[C:8]([C:10]3[CH:15]=[CH:14][CH:13]=[C:12]([O:16][CH3:17])[C:11]=3Br)[S:9][C:5]=2[CH:4]=1.[C:21](=O)([O-])[O-].[K+].[K+].CB(O)O. The catalyst is C1(C)C=CC=CC=1.C(OC(=O)C)C.C1C=CC([P]([Pd]([P](C2C=CC=CC=2)(C2C=CC=CC=2)C2C=CC=CC=2)([P](C2C=CC=CC=2)(C2C=CC=CC=2)C2C=CC=CC=2)[P](C2C=CC=CC=2)(C2C=CC=CC=2)C2C=CC=CC=2)(C2C=CC=CC=2)C2C=CC=CC=2)=CC=1. The product is [CH3:1][O:2][C:3]1[CH:20]=[CH:19][C:6]2[N:7]=[C:8]([C:10]3[CH:15]=[CH:14][CH:13]=[C:12]([O:16][CH3:17])[C:11]=3[CH3:21])[S:9][C:5]=2[CH:4]=1. The yield is 0.630.